Task: Regression. Given a peptide amino acid sequence and an MHC pseudo amino acid sequence, predict their binding affinity value. This is MHC class I binding data.. Dataset: Peptide-MHC class I binding affinity with 185,985 pairs from IEDB/IMGT (1) The peptide sequence is KIYNVTNPF. The MHC is HLA-A32:01 with pseudo-sequence HLA-A32:01. The binding affinity (normalized) is 0.866. (2) The peptide sequence is TDFHERPVI. The MHC is HLA-A24:02 with pseudo-sequence HLA-A24:02. The binding affinity (normalized) is 0.444. (3) The peptide sequence is ASIAARGYI. The MHC is H-2-Kb with pseudo-sequence H-2-Kb. The binding affinity (normalized) is 0.266. (4) The peptide sequence is AGGWVLWKV. The MHC is HLA-A29:02 with pseudo-sequence HLA-A29:02. The binding affinity (normalized) is 0.0847. (5) The peptide sequence is ELRENTQTTI. The MHC is HLA-A02:03 with pseudo-sequence HLA-A02:03. The binding affinity (normalized) is 0.306.